Dataset: Full USPTO retrosynthesis dataset with 1.9M reactions from patents (1976-2016). Task: Predict the reactants needed to synthesize the given product. Given the product [OH:42][C:40]1[C:39]2[C:34](=[CH:35][CH:36]=[CH:37][CH:38]=2)[N:33]=[C:32](/[CH:31]=[CH:1]/[C:3]2[N:4]=[C:5]3[C:10]([N:11]4[CH2:16][CH2:15][O:14][CH2:13][CH2:12]4)=[CH:9][CH:8]=[N:7][N:6]3[C:17]=2[C:18]2[CH:30]=[CH:29][C:21]([C:22]([O:24][C:25]([CH3:26])([CH3:28])[CH3:27])=[O:23])=[CH:20][CH:19]=2)[CH:41]=1, predict the reactants needed to synthesize it. The reactants are: [CH:1]([C:3]1[N:4]=[C:5]2[C:10]([N:11]3[CH2:16][CH2:15][O:14][CH2:13][CH2:12]3)=[CH:9][CH:8]=[N:7][N:6]2[C:17]=1[C:18]1[CH:30]=[CH:29][C:21]([C:22]([O:24][C:25]([CH3:28])([CH3:27])[CH3:26])=[O:23])=[CH:20][CH:19]=1)=O.[CH3:31][C:32]1[CH:41]=[C:40]([OH:42])[C:39]2[C:34](=[CH:35][CH:36]=[CH:37][CH:38]=2)[N:33]=1.C[Si](Cl)(C)C.N1C=CN=C1.